This data is from Catalyst prediction with 721,799 reactions and 888 catalyst types from USPTO. The task is: Predict which catalyst facilitates the given reaction. (1) Reactant: Cl.[OH:2][C:3]1[CH:4]=[C:5]2[C:10](=[CH:11][CH:12]=1)[CH2:9][NH:8][CH2:7][CH2:6]2.C(N(CC)CC)C.[C:20](O[C:20]([O:22][C:23]([CH3:26])([CH3:25])[CH3:24])=[O:21])([O:22][C:23]([CH3:26])([CH3:25])[CH3:24])=[O:21]. Product: [C:23]([O:22][C:20]([N:8]1[CH2:7][CH2:6][C:5]2[C:10](=[CH:11][CH:12]=[C:3]([OH:2])[CH:4]=2)[CH2:9]1)=[O:21])([CH3:26])([CH3:25])[CH3:24]. The catalyst class is: 5. (2) Reactant: [NH2:1][C:2]1[CH:10]=[C:9]2[C:5]([C:6]([CH3:14])([CH3:13])[C:7](=[O:12])[N:8]2[CH3:11])=[CH:4][C:3]=1[NH:15][C:16](=O)[CH2:17][CH2:18][C:19]1[CH:27]=[CH:26][C:22]2[O:23][CH2:24][O:25][C:21]=2[CH:20]=1. Product: [O:23]1[C:22]2[CH:26]=[CH:27][C:19]([CH2:18][CH2:17][C:16]3[NH:15][C:3]4=[CH:4][C:5]5[C:6]([CH3:14])([CH3:13])[C:7](=[O:12])[N:8]([CH3:11])[C:9]=5[CH:10]=[C:2]4[N:1]=3)=[CH:20][C:21]=2[O:25][CH2:24]1. The catalyst class is: 15.